From a dataset of Forward reaction prediction with 1.9M reactions from USPTO patents (1976-2016). Predict the product of the given reaction. Given the reactants Br[CH2:2][C:3]1[CH:8]=[CH:7][N:6]=[C:5]([NH:9][C:10](=[O:16])[O:11][C:12]([CH3:15])([CH3:14])[CH3:13])[CH:4]=1.[CH3:17][NH:18][CH3:19].C(=O)([O-])O.[Na+], predict the reaction product. The product is: [CH3:17][N:18]([CH2:2][C:3]1[CH:8]=[CH:7][N:6]=[C:5]([NH:9][C:10](=[O:16])[O:11][C:12]([CH3:15])([CH3:14])[CH3:13])[CH:4]=1)[CH3:19].